This data is from Catalyst prediction with 721,799 reactions and 888 catalyst types from USPTO. The task is: Predict which catalyst facilitates the given reaction. The catalyst class is: 17. Reactant: [NH2:1][C:2]1[C:7]([NH:8][C:9]2[CH:14]=[CH:13][C:12]([I:15])=[CH:11][C:10]=2[F:16])=[C:6]([CH3:17])[C:5](=[O:18])[N:4]2[CH2:19][CH2:20][S:21][C:3]=12.[CH:22]1([S:27](Cl)(=[O:29])=[O:28])[CH2:26][CH2:25][CH2:24][CH2:23]1. Product: [F:16][C:10]1[CH:11]=[C:12]([I:15])[CH:13]=[CH:14][C:9]=1[NH:8][C:7]1[C:2]([NH:1][S:27]([CH:22]2[CH2:26][CH2:25][CH2:24][CH2:23]2)(=[O:29])=[O:28])=[C:3]2[S:21][CH2:20][CH2:19][N:4]2[C:5](=[O:18])[C:6]=1[CH3:17].